This data is from Reaction yield outcomes from USPTO patents with 853,638 reactions. The task is: Predict the reaction yield, written as a fraction of the theoretical maximum amount of product (1.0 means a 100% yield; for example, 0.34 means a 34% yield). (1) The reactants are [Br:1][C:2]1[C:3]([OH:13])=[C:4]([C:10](=[O:12])[CH3:11])[CH:5]=[C:6]([Cl:9])[C:7]=1[CH3:8].C1(P(C2C=CC=CC=2)C2C=CC=CC=2)C=CC=CC=1.[N:33]1([CH2:39][CH2:40]O)[CH2:38][CH2:37][O:36][CH2:35][CH2:34]1.O1CCCC1.N(C(OC(C)C)=O)=NC(OC(C)C)=O. No catalyst specified. The product is [Br:1][C:2]1[C:3]([O:13][CH2:40][CH2:39][N:33]2[CH2:38][CH2:37][O:36][CH2:35][CH2:34]2)=[C:4]([C:10](=[O:12])[CH3:11])[CH:5]=[C:6]([Cl:9])[C:7]=1[CH3:8]. The yield is 0.310. (2) The reactants are [CH3:1][O:2][Na].CO.Br[C:7]1[C:16]([OH:17])=[C:15]2[C:10]([CH:11]=[CH:12][C:13]([CH3:18])=[N:14]2)=[CH:9][CH:8]=1.C(N(CC([O-])=O)CC(O)=O)CN(CC([O-])=O)CC(O)=O.[Na+].[Na+].C([O-])(O)=O.[Na+]. The catalyst is CN(C=O)C.C(O)(=O)C.O. The product is [CH3:18][C:13]1[CH:12]=[CH:11][C:10]2[C:15](=[C:16]([OH:17])[C:7]([O:2][CH3:1])=[CH:8][CH:9]=2)[N:14]=1. The yield is 0.600. (3) The reactants are [C:1]([C:3]1[CH:8]=[CH:7][CH:6]=[CH:5][C:4]=1[C:9]1[CH:14]=[CH:13][C:12]([CH2:15][CH:16]([C:22](=O)[CH2:23][CH2:24][CH3:25])[C:17](OCC)=[O:18])=[C:11]([F:27])[CH:10]=1)#[N:2].[O:28]1[CH2:33][CH2:32][CH:31]([NH:34][C:35]2[NH:39][CH:38]=[N:37][N:36]=2)[CH2:30][CH2:29]1. No catalyst specified. The product is [F:27][C:11]1[CH:10]=[C:9]([C:4]2[C:3]([C:1]#[N:2])=[CH:8][CH:7]=[CH:6][CH:5]=2)[CH:14]=[CH:13][C:12]=1[CH2:15][C:16]1[C:17](=[O:18])[N:34]([CH:31]2[CH2:32][CH2:33][O:28][CH2:29][CH2:30]2)[C:35]2[N:36]([N:37]=[CH:38][N:39]=2)[C:22]=1[CH2:23][CH2:24][CH3:25]. The yield is 0.810.